This data is from Reaction yield outcomes from USPTO patents with 853,638 reactions. The task is: Predict the reaction yield, written as a fraction of the theoretical maximum amount of product (1.0 means a 100% yield; for example, 0.34 means a 34% yield). The reactants are Cl.C(N=C=NCCCN(C)C)C.Cl.[CH3:14][O:15][C:16]([C:18]1([NH2:24])[CH2:23][CH2:22][CH2:21][CH2:20][CH2:19]1)=[O:17].ON1C2C=CC=CC=2N=N1.[O:35]1[CH:39]=[CH:38][C:37]([C:40](O)=[O:41])=[CH:36]1.C(N(CC)CC)C. The catalyst is C(Cl)Cl. The product is [CH3:14][O:15][C:16]([C:18]1([NH:24][C:40]([C:37]2[CH:38]=[CH:39][O:35][CH:36]=2)=[O:41])[CH2:19][CH2:20][CH2:21][CH2:22][CH2:23]1)=[O:17]. The yield is 0.910.